Task: Regression. Given two drug SMILES strings and cell line genomic features, predict the synergy score measuring deviation from expected non-interaction effect.. Dataset: NCI-60 drug combinations with 297,098 pairs across 59 cell lines (1) Drug 1: CN(C)C1=NC(=NC(=N1)N(C)C)N(C)C. Drug 2: C1=NC2=C(N1)C(=S)N=CN2. Cell line: A498. Synergy scores: CSS=-0.221, Synergy_ZIP=-0.177, Synergy_Bliss=-3.93, Synergy_Loewe=-16.3, Synergy_HSA=-8.81. (2) Synergy scores: CSS=21.9, Synergy_ZIP=-10.9, Synergy_Bliss=-3.60, Synergy_Loewe=-1.91, Synergy_HSA=-1.32. Drug 2: C1=NC2=C(N=C(N=C2N1C3C(C(C(O3)CO)O)F)Cl)N. Drug 1: CC(CN1CC(=O)NC(=O)C1)N2CC(=O)NC(=O)C2. Cell line: IGROV1. (3) Drug 1: C1CN1C2=NC(=NC(=N2)N3CC3)N4CC4. Drug 2: COC1=C(C=C2C(=C1)N=CN=C2NC3=CC(=C(C=C3)F)Cl)OCCCN4CCOCC4. Cell line: MCF7. Synergy scores: CSS=19.3, Synergy_ZIP=3.69, Synergy_Bliss=3.96, Synergy_Loewe=-0.501, Synergy_HSA=3.69. (4) Drug 1: C1CCC(C(C1)N)N.C(=O)(C(=O)[O-])[O-].[Pt+4]. Drug 2: C(CCl)NC(=O)N(CCCl)N=O. Cell line: SR. Synergy scores: CSS=77.0, Synergy_ZIP=-0.689, Synergy_Bliss=-0.203, Synergy_Loewe=-4.26, Synergy_HSA=2.02. (5) Drug 1: COC1=CC(=CC(=C1O)OC)C2C3C(COC3=O)C(C4=CC5=C(C=C24)OCO5)OC6C(C(C7C(O6)COC(O7)C8=CC=CS8)O)O. Drug 2: CC1=C(N=C(N=C1N)C(CC(=O)N)NCC(C(=O)N)N)C(=O)NC(C(C2=CN=CN2)OC3C(C(C(C(O3)CO)O)O)OC4C(C(C(C(O4)CO)O)OC(=O)N)O)C(=O)NC(C)C(C(C)C(=O)NC(C(C)O)C(=O)NCCC5=NC(=CS5)C6=NC(=CS6)C(=O)NCCC[S+](C)C)O. Cell line: UO-31. Synergy scores: CSS=19.3, Synergy_ZIP=-5.28, Synergy_Bliss=-0.695, Synergy_Loewe=-0.795, Synergy_HSA=2.66.